Predict which catalyst facilitates the given reaction. From a dataset of Catalyst prediction with 721,799 reactions and 888 catalyst types from USPTO. (1) Reactant: [N+:1]([C:4]1[CH:12]=[CH:11][CH:10]=[C:9]2[C:5]=1[CH:6]=[CH:7][NH:8]2)([O-:3])=[O:2].[OH-].[K+].[Br:15][CH2:16][CH2:17][CH2:18]Br. Product: [Br:15][CH2:16][CH2:17][CH2:18][N:8]1[C:9]2[C:5](=[C:4]([N+:1]([O-:3])=[O:2])[CH:12]=[CH:11][CH:10]=2)[CH:6]=[CH:7]1. The catalyst class is: 18. (2) Reactant: [N:1]([C:4]1[CH:9]=[C:8]([C:10]([O:12]C)=[O:11])[CH:7]=[CH:6][C:5]=1[C:14]([O:16]C)=O)=[C:2]=[S:3].[NH2:18][C:19]1[C:24]([OH:25])=[CH:23][CH:22]=[CH:21][N:20]=1.[OH-].[Na+].Cl. Product: [OH:25][C:24]1[C:19]([N:18]2[C:14](=[O:16])[C:5]3[C:4](=[CH:9][C:8]([C:10]([OH:12])=[O:11])=[CH:7][CH:6]=3)[NH:1][C:2]2=[S:3])=[N:20][CH:21]=[CH:22][CH:23]=1. The catalyst class is: 3.